This data is from Full USPTO retrosynthesis dataset with 1.9M reactions from patents (1976-2016). The task is: Predict the reactants needed to synthesize the given product. (1) Given the product [CH3:3][N:2]([CH2:4][C:5]1[N:6]=[C:7]([C:15]([F:18])([F:17])[F:16])[C:8]([F:14])=[C:9]([CH:13]=1)[C:10]([N:55]1[CH2:56][CH2:57][CH:58]([N:61]2[CH2:62][C:63]([CH2:87][C:88]#[N:89])([N:65]3[CH:69]=[C:68]([C:70]4[C:71]5[CH:78]=[CH:77][NH:76][C:72]=5[N:73]=[CH:74][N:75]=4)[CH:67]=[N:66]3)[CH2:64]2)[CH2:59][CH2:60]1)=[O:12])[CH3:1], predict the reactants needed to synthesize it. The reactants are: [CH3:1][N:2]([CH2:4][C:5]1[N:6]=[C:7]([C:15]([F:18])([F:17])[F:16])[C:8]([F:14])=[C:9]([CH:13]=1)[C:10]([OH:12])=O)[CH3:3].C(N(CC)C(C)C)(C)C.F[P-](F)(F)(F)(F)F.N1(O[P+](N(C)C)(N(C)C)N(C)C)C2C=CC=CC=2N=N1.[NH:55]1[CH2:60][CH2:59][CH:58]([N:61]2[CH2:64][C:63]([CH2:87][C:88]#[N:89])([N:65]3[CH:69]=[C:68]([C:70]4[C:71]5[CH:78]=[CH:77][N:76](COCC[Si](C)(C)C)[C:72]=5[N:73]=[CH:74][N:75]=4)[CH:67]=[N:66]3)[CH2:62]2)[CH2:57][CH2:56]1. (2) The reactants are: [Na].[Br:2][C:3]1[C:4]([Cl:14])=[C:5]([OH:13])[C:6]([S:9]([CH3:12])(=[O:11])=[O:10])=[CH:7][CH:8]=1.S(=O)(=O)(O)O. Given the product [Br:2][C:3]1[C:4]([Cl:14])=[C:5]([OH:13])[C:6]([S:9]([CH3:12])(=[O:11])=[O:10])=[CH:7][CH:8]=1, predict the reactants needed to synthesize it.